From a dataset of Full USPTO retrosynthesis dataset with 1.9M reactions from patents (1976-2016). Predict the reactants needed to synthesize the given product. (1) The reactants are: [CH:1]([O:4][C:5]1[CH:10]=[CH:9][C:8]([N+:11]([O-])=O)=[CH:7][N:6]=1)([CH3:3])[CH3:2]. Given the product [CH:1]([O:4][C:5]1[N:6]=[CH:7][C:8]([NH2:11])=[CH:9][CH:10]=1)([CH3:3])[CH3:2], predict the reactants needed to synthesize it. (2) The reactants are: [C:1]([C:3]1[N:8]=[N:7][C:6]([C:9]([N:11]2[CH2:30][CH2:29][C:14]3[N:15]=[C:16]([NH:19][CH:20]4[CH2:28][C:27]5[C:22](=[CH:23][CH:24]=[CH:25][CH:26]=5)[CH2:21]4)[N:17]=[CH:18][C:13]=3[CH2:12]2)=[O:10])=[CH:5][CH:4]=1)#[CH:2].[Na].O=C1O[C@H]([C@H](CO)O)C(O)=C1O.[N:44]([Si](C)(C)C)=[N+:45]=[N-:46]. Given the product [CH2:28]1[C:27]2[C:22](=[CH:23][CH:24]=[CH:25][CH:26]=2)[CH2:21][CH:20]1[NH:19][C:16]1[N:17]=[CH:18][C:13]2[CH2:12][N:11]([C:9]([C:6]3[N:7]=[N:8][C:3]([C:1]4[NH:46][N:45]=[N:44][CH:2]=4)=[CH:4][CH:5]=3)=[O:10])[CH2:30][CH2:29][C:14]=2[N:15]=1, predict the reactants needed to synthesize it.